From a dataset of Reaction yield outcomes from USPTO patents with 853,638 reactions. Predict the reaction yield, written as a fraction of the theoretical maximum amount of product (1.0 means a 100% yield; for example, 0.34 means a 34% yield). (1) The reactants are [Br:1][C:2]1[S:3][CH:4]=[C:5]([C:7]([OH:9])=O)[N:6]=1.CN(C(ON1N=NC2C=CC=NC1=2)=[N+](C)C)C.F[P-](F)(F)(F)(F)F.CCN(C(C)C)C(C)C.[F:43][C:44]1[CH:50]=[CH:49][CH:48]=[C:47]([F:51])[C:45]=1[NH2:46]. The catalyst is CN(C=O)C. The product is [Br:1][C:2]1[S:3][CH:4]=[C:5]([C:7]([NH:46][C:45]2[C:44]([F:43])=[CH:50][CH:49]=[CH:48][C:47]=2[F:51])=[O:9])[N:6]=1. The yield is 0.960. (2) The reactants are Cl[C:2]1[C:7]2[N:8]=[C:9]([NH:12][C:13]3[CH:18]=[CH:17][C:16]([C:19]4[CH:20]=[N:21][N:22]([CH3:24])[CH:23]=4)=[CH:15][C:14]=3[CH3:25])[N:10]=[CH:11][C:6]=2[CH:5]=[CH:4][N:3]=1.[CH:26]1([CH2:29][NH2:30])[CH2:28][CH2:27]1. The catalyst is CN1C(=O)CCC1.C([O-])(O)=O.[Na+].CCOC(C)=O. The product is [CH:26]1([CH2:29][NH:30][C:2]2[C:7]3[N:8]=[C:9]([NH:12][C:13]4[CH:18]=[CH:17][C:16]([C:19]5[CH:20]=[N:21][N:22]([CH3:24])[CH:23]=5)=[CH:15][C:14]=4[CH3:25])[N:10]=[CH:11][C:6]=3[CH:5]=[CH:4][N:3]=2)[CH2:28][CH2:27]1. The yield is 0.100. (3) The reactants are O[C:2]1[C:11]([O:12][CH3:13])=[CH:10][CH:9]=[C:8]2[C:3]=1[CH:4]=[CH:5][CH:6]=[CH:7]2.C(=O)([O-])[O-:15].[Cs+].[Cs+].Br[CH:21]([CH3:23])[CH3:22]. The catalyst is CN(C)C=O. The product is [CH:21]([O:15][C:7]1[C:8]2[C:3](=[CH:2][C:11]([O:12][CH3:13])=[CH:10][CH:9]=2)[CH:4]=[CH:5][CH:6]=1)([CH3:23])[CH3:22]. The yield is 0.860. (4) The product is [OH:17][CH2:16][C@@H:14]1[CH2:15][C@@:13]1([CH2:12][N:2]([CH3:1])[S:3]([C:6]1[CH:11]=[CH:10][CH:9]=[CH:8][CH:7]=1)(=[O:5])=[O:4])[C:25]1[CH:30]=[CH:29][CH:28]=[CH:27][CH:26]=1. The reactants are [CH3:1][N:2]([CH2:12][C@@:13]1([C:25]2[CH:30]=[CH:29][CH:28]=[CH:27][CH:26]=2)[CH2:15][C@H:14]1[CH2:16][O:17]CC1C=CC=CC=1)[S:3]([C:6]1[CH:11]=[CH:10][CH:9]=[CH:8][CH:7]=1)(=[O:5])=[O:4]. The catalyst is [Pd].CCOC(C)=O. The yield is 0.950. (5) The reactants are [C:1]([C:5]1[N:9]([CH2:10][CH:11]2[CH2:16][CH2:15][O:14][CH2:13][CH2:12]2)[C:8]2[CH:17]=[CH:18][C:19]([S:21](Cl)(=[O:23])=[O:22])=[CH:20][C:7]=2[N:6]=1)([CH3:4])([CH3:3])[CH3:2].[CH3:25][C:26]1[CH:30]=[CH:29][NH:28][N:27]=1. The catalyst is CN(C1C=CN=CC=1)C.CC#N. The product is [C:1]([C:5]1[N:9]([CH2:10][CH:11]2[CH2:16][CH2:15][O:14][CH2:13][CH2:12]2)[C:8]2[CH:17]=[CH:18][C:19]([S:21]([N:28]3[CH:29]=[CH:30][C:26]([CH3:25])=[N:27]3)(=[O:23])=[O:22])=[CH:20][C:7]=2[N:6]=1)([CH3:4])([CH3:3])[CH3:2]. The yield is 0.280.